Predict the reactants needed to synthesize the given product. From a dataset of Full USPTO retrosynthesis dataset with 1.9M reactions from patents (1976-2016). Given the product [CH2:12]1[C:11]2[C:10]3[C:5]4[CH:6]=[CH:7][CH:8]=[CH:9][C:4]=4[NH:1][C:18]=3[CH:17]=[CH:16][C:15]=2[C:14](=[O:19])[CH2:13]1, predict the reactants needed to synthesize it. The reactants are: [N+:1]([C:4]1[CH:9]=[CH:8][CH:7]=[CH:6][C:5]=1[C:10]1[CH:18]=[CH:17][CH:16]=[C:15]2[C:11]=1[CH2:12][CH2:13][C:14]2=[O:19])([O-])=O.C(OP(OCC)OCC)C.